From a dataset of NCI-60 drug combinations with 297,098 pairs across 59 cell lines. Regression. Given two drug SMILES strings and cell line genomic features, predict the synergy score measuring deviation from expected non-interaction effect. (1) Drug 1: CC1=C(C(=CC=C1)Cl)NC(=O)C2=CN=C(S2)NC3=CC(=NC(=N3)C)N4CCN(CC4)CCO. Drug 2: CCC1(C2=C(COC1=O)C(=O)N3CC4=CC5=C(C=CC(=C5CN(C)C)O)N=C4C3=C2)O.Cl. Cell line: UACC62. Synergy scores: CSS=54.3, Synergy_ZIP=-0.640, Synergy_Bliss=0.108, Synergy_Loewe=-8.87, Synergy_HSA=1.83. (2) Drug 1: C1CCC(C1)C(CC#N)N2C=C(C=N2)C3=C4C=CNC4=NC=N3. Drug 2: CC1C(C(CC(O1)OC2CC(OC(C2O)C)OC3=CC4=CC5=C(C(=O)C(C(C5)C(C(=O)C(C(C)O)O)OC)OC6CC(C(C(O6)C)O)OC7CC(C(C(O7)C)O)OC8CC(C(C(O8)C)O)(C)O)C(=C4C(=C3C)O)O)O)O. Cell line: COLO 205. Synergy scores: CSS=30.1, Synergy_ZIP=28.7, Synergy_Bliss=30.3, Synergy_Loewe=22.8, Synergy_HSA=21.1.